Dataset: Forward reaction prediction with 1.9M reactions from USPTO patents (1976-2016). Task: Predict the product of the given reaction. (1) Given the reactants Br[CH2:2][CH2:3][CH2:4][CH2:5][N:6]1[C:10]2[CH:11]=[CH:12][CH:13]=[CH:14][C:9]=2[N:8]([C:15]2[CH:20]=[CH:19][C:18]([F:21])=[C:17]([F:22])[CH:16]=2)[S:7]1(=[O:24])=[O:23].C(O)C.[CH3:28][NH2:29], predict the reaction product. The product is: [F:22][C:17]1[CH:16]=[C:15]([N:8]2[C:9]3[CH:14]=[CH:13][CH:12]=[CH:11][C:10]=3[N:6]([CH2:5][CH2:4][CH2:3][CH2:2][NH:29][CH3:28])[S:7]2(=[O:24])=[O:23])[CH:20]=[CH:19][C:18]=1[F:21]. (2) Given the reactants [NH2:1][C:2]1[CH:9]=[CH:8][C:5]([C:6]#[N:7])=[CH:4][CH:3]=1.[F:10][C:11]1[C:18]([O:19][CH3:20])=[CH:17][C:16]([O:21][CH3:22])=[CH:15][C:12]=1[CH:13]=O.C[Si]([C:27]#[N:28])(C)C.C(S([O-])(=O)=O)(F)(F)F.C(S([O-])(=O)=O)(F)(F)F.C(S([O-])(=O)=O)(F)(F)F.[Yb+3], predict the reaction product. The product is: [C:27]([CH:13]([NH:1][C:2]1[CH:9]=[CH:8][C:5]([C:6]#[N:7])=[CH:4][CH:3]=1)[C:12]1[CH:15]=[C:16]([O:21][CH3:22])[CH:17]=[C:18]([O:19][CH3:20])[C:11]=1[F:10])#[N:28]. (3) Given the reactants [C:1]([O:5][C:6](=[O:19])[NH:7][C:8]1[CH:13]=[C:12](Cl)[C:11]([I:15])=[CH:10][C:9]=1[N+:16]([O-:18])=[O:17])([CH3:4])([CH3:3])[CH3:2].[CH3:20][NH:21][CH3:22], predict the reaction product. The product is: [C:1]([O:5][C:6](=[O:19])[NH:7][C:8]1[CH:13]=[C:12]([N:21]([CH3:22])[CH3:20])[C:11]([I:15])=[CH:10][C:9]=1[N+:16]([O-:18])=[O:17])([CH3:4])([CH3:3])[CH3:2]. (4) Given the reactants [CH2:1]([O:3][C:4]1[CH:9]=[C:8]([O:10]CC2C=CC(OC)=CC=2)[N:7]=[CH:6][C:5]=1[C:20]1[CH:25]=[CH:24][C:23]([CH2:26][C:27]([NH:29][C:30]2[O:34][N:33]=[C:32]([C:35]([CH3:41])([CH3:40])[C:36]([F:39])([F:38])[F:37])[CH:31]=2)=[O:28])=[C:22]([F:42])[CH:21]=1)[CH3:2].C(O)(C(F)(F)F)=O, predict the reaction product. The product is: [CH2:1]([O:3][C:4]1[C:5]([C:20]2[CH:25]=[CH:24][C:23]([CH2:26][C:27]([NH:29][C:30]3[O:34][N:33]=[C:32]([C:35]([CH3:41])([CH3:40])[C:36]([F:38])([F:39])[F:37])[CH:31]=3)=[O:28])=[C:22]([F:42])[CH:21]=2)=[CH:6][NH:7][C:8](=[O:10])[CH:9]=1)[CH3:2].